From a dataset of P-glycoprotein inhibition data for predicting drug efflux from Broccatelli et al.. Regression/Classification. Given a drug SMILES string, predict its absorption, distribution, metabolism, or excretion properties. Task type varies by dataset: regression for continuous measurements (e.g., permeability, clearance, half-life) or binary classification for categorical outcomes (e.g., BBB penetration, CYP inhibition). Dataset: pgp_broccatelli. The result is 1 (inhibitor). The drug is C=CCn1c(SCCCC)nc2c(c1=O)C1(CCCC1)Cc1ccccc1-2.